This data is from Forward reaction prediction with 1.9M reactions from USPTO patents (1976-2016). The task is: Predict the product of the given reaction. Given the reactants [CH:1](NC(C)C)(C)[CH3:2].C([Li])CCC.[CH2:13]([C@@H:15]1[C@@H:20]([C:21](=[O:23])[CH3:22])[C@@H:19]([CH3:24])[CH:18]=[CH:17][CH2:16]1)[CH3:14].C(=O)C.Cl, predict the reaction product. The product is: [CH2:13]([C@@H:15]1[C@@H:20]([C:21](=[O:23])/[CH:22]=[CH:1]/[CH3:2])[C@@H:19]([CH3:24])[CH:18]=[CH:17][CH2:16]1)[CH3:14].